From a dataset of Full USPTO retrosynthesis dataset with 1.9M reactions from patents (1976-2016). Predict the reactants needed to synthesize the given product. (1) Given the product [Br:9][C:10]1[CH:19]=[C:18]2[C:13]([CH:14]=[CH:15][CH:16]=[C:17]2[O:4][CH3:1])=[CH:12][CH:11]=1, predict the reactants needed to synthesize it. The reactants are: [C:1](=[O:4])([O-])[O-].[K+].[K+].CI.[Br:9][C:10]1[CH:19]=[C:18]2[C:13]([CH:14]=[CH:15][CH:16]=[C:17]2O)=[CH:12][CH:11]=1. (2) Given the product [CH2:3]([O:10][N:11]1[C:17](=[O:18])[N:16]2[CH2:19][C@H:12]1[CH2:13][CH2:14][C@H:15]2[CH2:20][OH:21])[C:4]1[CH:5]=[CH:6][CH:7]=[CH:8][CH:9]=1, predict the reactants needed to synthesize it. The reactants are: [Li+].[BH4-].[CH2:3]([O:10][N:11]1[C:17](=[O:18])[N:16]2[CH2:19][C@H:12]1[CH2:13][CH2:14][C@H:15]2[C:20](OCC)=[O:21])[C:4]1[CH:9]=[CH:8][CH:7]=[CH:6][CH:5]=1. (3) Given the product [F:1][C:2]1[CH:11]=[C:10]2[C:5]([N:6]=[CH:7][C:8]([OH:12])=[N:9]2)=[CH:4][CH:3]=1, predict the reactants needed to synthesize it. The reactants are: [F:1][C:2]1[CH:11]=[C:10]2[C:5]([NH:6][CH2:7][C:8](=[O:12])[NH:9]2)=[CH:4][CH:3]=1.[OH-].[Na+].OO.C(O)(=O)C. (4) Given the product [CH2:19]([N:8]([CH2:1][C:2]1[CH:3]=[CH:4][CH:5]=[CH:6][CH:7]=1)[C:9]1[C:10]([F:18])=[C:11]([CH:12]([C:40]2[C:34]3[C:35](=[N:36][CH:37]=[C:32]([C:28]4[CH:27]=[N:26][CH:31]=[CH:30][CH:29]=4)[CH:33]=3)[NH:38][CH:39]=2)[OH:13])[C:14]([F:17])=[CH:15][CH:16]=1)[C:20]1[CH:25]=[CH:24][CH:23]=[CH:22][CH:21]=1, predict the reactants needed to synthesize it. The reactants are: [CH2:1]([N:8]([CH2:19][C:20]1[CH:25]=[CH:24][CH:23]=[CH:22][CH:21]=1)[C:9]1[C:10]([F:18])=[C:11]([C:14]([F:17])=[CH:15][CH:16]=1)[CH:12]=[O:13])[C:2]1[CH:7]=[CH:6][CH:5]=[CH:4][CH:3]=1.[N:26]1[CH:31]=[CH:30][CH:29]=[C:28]([C:32]2[CH:33]=[C:34]3[CH:40]=[CH:39][NH:38][C:35]3=[N:36][CH:37]=2)[CH:27]=1.[OH-].[K+].O. (5) Given the product [C:1]([O:5][C:6]([N:8]1[CH2:12][C@H:11]([O:13][C:14]2[CH:19]=[CH:18][CH:17]=[C:16]([O:20][CH3:21])[CH:15]=2)[CH2:10][C@@H:9]1[C@@H:22]([OH:36])[C@@H:23]([NH2:33])[CH2:24][C:25]1[CH:30]=[C:29]([F:31])[CH:28]=[C:27]([F:32])[CH:26]=1)=[O:7])([CH3:4])([CH3:2])[CH3:3], predict the reactants needed to synthesize it. The reactants are: [C:1]([O:5][C:6]([N:8]1[CH2:12][C@H:11]([O:13][C:14]2[CH:19]=[CH:18][CH:17]=[C:16]([O:20][CH3:21])[CH:15]=2)[CH2:10][C@@H:9]1[C@@H:22]([OH:36])[C@@H:23]([N+:33]([O-])=O)[CH2:24][C:25]1[CH:30]=[C:29]([F:31])[CH:28]=[C:27]([F:32])[CH:26]=1)=[O:7])([CH3:4])([CH3:3])[CH3:2].[BH4-].[Na+].O. (6) Given the product [CH:1]1([C@@H:6]2[NH:11][C:10](=[O:12])[C@H:9]([CH2:13][CH:14]([CH3:16])[CH3:15])[N:8]([C:29]([C:26]3[CH:25]=[C:24]([C:21]4[CH:22]=[CH:23][C:18]([F:17])=[CH:19][CH:20]=4)[O:28][N:27]=3)=[O:30])[CH2:7]2)[CH2:2][CH2:3][CH2:4][CH2:5]1, predict the reactants needed to synthesize it. The reactants are: [CH:1]1([C@@H:6]2[NH:11][C:10](=[O:12])[C@H:9]([CH2:13][CH:14]([CH3:16])[CH3:15])[NH:8][CH2:7]2)[CH2:5][CH2:4][CH2:3][CH2:2]1.[F:17][C:18]1[CH:23]=[CH:22][C:21]([C:24]2[O:28][N:27]=[C:26]([C:29](O)=[O:30])[CH:25]=2)=[CH:20][CH:19]=1.C([C@@H]1N(C(=O)/C=C/C2C=CC=CC=2)C[C@H](CC(C)C)NC1=O)C(C)C. (7) Given the product [NH2:13][C@H:12]([CH2:11][C:10]1[CH:28]=[C:29]([Br:32])[C:30]([OH:31])=[C:8]([Br:7])[CH:9]=1)[CH2:14][N:16]1[CH2:21][CH2:20][CH:19]([N:22]2[CH2:27][CH2:26][CH2:25][CH2:24][CH2:23]2)[CH2:18][CH2:17]1, predict the reactants needed to synthesize it. The reactants are: [H-].[Al+3].[Li+].[H-].[H-].[H-].[Br:7][C:8]1[CH:9]=[C:10]([CH:28]=[C:29]([Br:32])[C:30]=1[OH:31])[CH2:11][C@H:12]([C:14]([N:16]1[CH2:21][CH2:20][CH:19]([N:22]2[CH2:27][CH2:26][CH2:25][CH2:24][CH2:23]2)[CH2:18][CH2:17]1)=O)[NH2:13].O.Cl.